Dataset: Peptide-MHC class I binding affinity with 185,985 pairs from IEDB/IMGT. Task: Regression. Given a peptide amino acid sequence and an MHC pseudo amino acid sequence, predict their binding affinity value. This is MHC class I binding data. (1) The binding affinity (normalized) is 0.0847. The peptide sequence is YYPEDPVKL. The MHC is HLA-A02:16 with pseudo-sequence HLA-A02:16. (2) The peptide sequence is VDINRNNKF. The MHC is HLA-A68:02 with pseudo-sequence HLA-A68:02. The binding affinity (normalized) is 0. (3) The peptide sequence is MTRDPLYIY. The MHC is HLA-A30:01 with pseudo-sequence HLA-A30:01. The binding affinity (normalized) is 0.739. (4) The peptide sequence is LLDAHIPQL. The MHC is HLA-A23:01 with pseudo-sequence HLA-A23:01. The binding affinity (normalized) is 0.105.